This data is from Catalyst prediction with 721,799 reactions and 888 catalyst types from USPTO. The task is: Predict which catalyst facilitates the given reaction. Reactant: [Cl:1][C:2]1[CH:23]=[CH:22][CH:21]=[C:20]([Cl:24])[C:3]=1[CH2:4][N:5]1[C:13]2[C:8](=[CH:9][CH:10]=[C:11]([CH2:14][CH2:15][C:16]([OH:18])=[O:17])[CH:12]=2)[C:7]([CH3:19])=[N:6]1.[OH-].[K+:26]. Product: [Cl:1][C:2]1[CH:23]=[CH:22][CH:21]=[C:20]([Cl:24])[C:3]=1[CH2:4][N:5]1[C:13]2[C:8](=[CH:9][CH:10]=[C:11]([CH2:14][CH2:15][C:16]([O-:18])=[O:17])[CH:12]=2)[C:7]([CH3:19])=[N:6]1.[K+:26]. The catalyst class is: 8.